From a dataset of Forward reaction prediction with 1.9M reactions from USPTO patents (1976-2016). Predict the product of the given reaction. (1) The product is: [F:49][C:45]1([F:48])[CH2:46][CH2:47][CH:42]([C@H:14]([NH:13][C:12](=[O:50])[C@@H:9]([NH:7][CH3:6])[CH2:10][CH3:11])[C:15]([N:17]2[C@H:22]([C:23]([NH:24][C@H:25]3[C:34]4[C:29](=[CH:30][CH:31]=[CH:32][CH:33]=4)[O:28][CH2:27][CH2:26]3)=[O:35])[CH2:21][N:20]3[CH2:36][C@H:37]([O:39][CH2:40][CH3:41])[CH2:38][C@@H:19]3[CH2:18]2)=[O:16])[CH2:43][CH2:44]1. Given the reactants C(O[C:6](=O)[N:7]([C@H:9]([C:12](=[O:50])[NH:13][C@@H:14]([CH:42]1[CH2:47][CH2:46][C:45]([F:49])([F:48])[CH2:44][CH2:43]1)[C:15]([N:17]1[C@H:22]([C:23](=[O:35])[NH:24][C@H:25]2[C:34]3[C:29](=[CH:30][CH:31]=[CH:32][CH:33]=3)[O:28][CH2:27][CH2:26]2)[CH2:21][N:20]2[CH2:36][C@H:37]([O:39][CH2:40][CH3:41])[CH2:38][C@@H:19]2[CH2:18]1)=[O:16])[CH2:10][CH3:11])C)(C)(C)C, predict the reaction product. (2) Given the reactants BrCCBr.[Mg].Br[C:7]1[CH:12]=[CH:11][C:10]([CH2:13][O:14][CH2:15][C@@H:16]([CH3:20])[CH2:17][O:18][CH3:19])=[CH:9][CH:8]=1.[CH2:21]([N:28]1[CH2:33][CH2:32][C:31](=[O:34])[CH:30]([CH2:35][O:36][C:37]([C:50]2[CH:55]=[CH:54][CH:53]=[CH:52][CH:51]=2)([C:44]2[CH:49]=[CH:48][CH:47]=[CH:46][CH:45]=2)[C:38]2[CH:43]=[CH:42][CH:41]=[CH:40][CH:39]=2)[CH2:29]1)[C:22]1[CH:27]=[CH:26][CH:25]=[CH:24][CH:23]=1, predict the reaction product. The product is: [CH2:21]([N:28]1[CH2:33][CH2:32][C:31]([C:7]2[CH:12]=[CH:11][C:10]([CH2:13][O:14][CH2:15][C@@H:16]([CH3:20])[CH2:17][O:18][CH3:19])=[CH:9][CH:8]=2)([OH:34])[CH:30]([CH2:35][O:36][C:37]([C:50]2[CH:51]=[CH:52][CH:53]=[CH:54][CH:55]=2)([C:44]2[CH:45]=[CH:46][CH:47]=[CH:48][CH:49]=2)[C:38]2[CH:39]=[CH:40][CH:41]=[CH:42][CH:43]=2)[CH2:29]1)[C:22]1[CH:23]=[CH:24][CH:25]=[CH:26][CH:27]=1. (3) Given the reactants C(OC([N:8]1[C:12]2=[N:13][C:14]([N:17]3[CH2:22][CH2:21][CH:20]([N:23]([CH3:25])[CH3:24])[CH2:19][CH2:18]3)=[CH:15][CH:16]=[C:11]2[N:10]=[CH:9]1)=O)(C)(C)C.COC(=O)[C:29]1[CH:34]=[CH:33]N=C[C:30]=1[C:35]1[C:36]([CH3:42])=[N:37][N:38]([CH3:41])[C:39]=1[CH3:40].[Li+].CC([N-:48][CH:49](C)C)C.[O:52]1CCC[CH2:53]1, predict the reaction product. The product is: [CH3:25][N:23]([CH3:24])[CH:20]1[CH2:19][CH2:18][N:17]([C:14]2[N:13]=[C:12]3[NH:8][C:9]([C:53]([C:34]4[CH:33]=[CH:49][N:48]=[C:30]([C:35]5[C:36]([CH3:42])=[N:37][N:38]([CH3:41])[C:39]=5[CH3:40])[CH:29]=4)=[O:52])=[N:10][C:11]3=[CH:16][CH:15]=2)[CH2:22][CH2:21]1.